The task is: Predict the reactants needed to synthesize the given product.. This data is from Full USPTO retrosynthesis dataset with 1.9M reactions from patents (1976-2016). The reactants are: [C:1]([C:3]1[CH:8]=[CH:7][C:6]([S:9]([CH2:12][CH:13]2[CH2:16][N:15](C(OC(C)(C)C)=O)[CH2:14]2)(=[O:11])=[O:10])=[CH:5][CH:4]=1)#[N:2].[ClH:24]. Given the product [ClH:24].[NH:15]1[CH2:16][CH:13]([CH2:12][S:9]([C:6]2[CH:7]=[CH:8][C:3]([C:1]#[N:2])=[CH:4][CH:5]=2)(=[O:11])=[O:10])[CH2:14]1, predict the reactants needed to synthesize it.